The task is: Regression. Given a peptide amino acid sequence and an MHC pseudo amino acid sequence, predict their binding affinity value. This is MHC class II binding data.. This data is from Peptide-MHC class II binding affinity with 134,281 pairs from IEDB. (1) The peptide sequence is FDPYGAKISATPESA. The MHC is HLA-DPA10201-DPB10101 with pseudo-sequence HLA-DPA10201-DPB10101. The binding affinity (normalized) is 0.447. (2) The peptide sequence is KECPFSNRVWNSFQI. The binding affinity (normalized) is 0.114. The MHC is DRB4_0101 with pseudo-sequence DRB4_0103. (3) The peptide sequence is EAAAIFMTATPPGTA. The MHC is DRB1_1501 with pseudo-sequence DRB1_1501. The binding affinity (normalized) is 0.455. (4) The peptide sequence is LGQTIRNSRWSSPDN. The MHC is DRB1_1201 with pseudo-sequence DRB1_1201. The binding affinity (normalized) is 0.229. (5) The peptide sequence is FNNFTVSFWLRVPKV. The MHC is HLA-DPA10201-DPB10101 with pseudo-sequence HLA-DPA10201-DPB10101. The binding affinity (normalized) is 0.971. (6) The peptide sequence is PLMSSKFPELGMNPS. The MHC is HLA-DPA10201-DPB11401 with pseudo-sequence HLA-DPA10201-DPB11401. The binding affinity (normalized) is 0.129. (7) The peptide sequence is GSFIIDGKSRKECPF. The MHC is HLA-DQA10201-DQB10402 with pseudo-sequence HLA-DQA10201-DQB10402. The binding affinity (normalized) is 0.360.